From a dataset of Peptide-MHC class II binding affinity with 134,281 pairs from IEDB. Regression. Given a peptide amino acid sequence and an MHC pseudo amino acid sequence, predict their binding affinity value. This is MHC class II binding data. (1) The peptide sequence is DVSGVQAPVGAITTI. The MHC is HLA-DQA10301-DQB10302 with pseudo-sequence HLA-DQA10301-DQB10302. The binding affinity (normalized) is 0.237. (2) The peptide sequence is KTTWCSQTDYQYLII. The MHC is DRB1_0101 with pseudo-sequence DRB1_0101. The binding affinity (normalized) is 0. (3) The peptide sequence is NASHCNEMSWIQSIP. The MHC is DRB1_0301 with pseudo-sequence DRB1_0301. The binding affinity (normalized) is 0. (4) The peptide sequence is SIVACAKFTCAKSMS. The MHC is HLA-DQA10501-DQB10302 with pseudo-sequence HLA-DQA10501-DQB10302. The binding affinity (normalized) is 0.355. (5) The peptide sequence is AQGYQQLSQQMMTAF. The MHC is HLA-DQA10102-DQB10602 with pseudo-sequence HLA-DQA10102-DQB10602. The binding affinity (normalized) is 0.303. (6) The peptide sequence is EKKYFAATQFEPGAA. The MHC is HLA-DPA10103-DPB10401 with pseudo-sequence HLA-DPA10103-DPB10401. The binding affinity (normalized) is 0.810. (7) The peptide sequence is SGVAATESAYLAYRN. The MHC is DRB4_0101 with pseudo-sequence DRB4_0103. The binding affinity (normalized) is 0.435.